This data is from Forward reaction prediction with 1.9M reactions from USPTO patents (1976-2016). The task is: Predict the product of the given reaction. (1) Given the reactants [H-].[Na+].[C:3]([O:11][CH2:12][CH3:13])(=[O:10])[CH2:4][C:5]([O:7][CH2:8][CH3:9])=[O:6].[CH3:14][C:15]1[O:19][C:18]([C:20]2[CH:25]=[CH:24][C:23]([CH3:26])=[CH:22][CH:21]=2)=[N:17][C:16]=1[CH2:27][C:28]1[CH:29]=[C:30]([CH:33]=[CH:34][CH:35]=1)[CH2:31]Br, predict the reaction product. The product is: [CH3:14][C:15]1[O:19][C:18]([C:20]2[CH:21]=[CH:22][C:23]([CH3:26])=[CH:24][CH:25]=2)=[N:17][C:16]=1[CH2:27][C:28]1[CH:29]=[C:30]([CH:33]=[CH:34][CH:35]=1)[CH2:31][CH:4]([C:5]([O:7][CH2:8][CH3:9])=[O:6])[C:3]([O:11][CH2:12][CH3:13])=[O:10]. (2) The product is: [C:1]([C:5]1[CH:6]=[CH:7][C:8]([CH3:20])=[C:9]([NH:11][C:12]2[C:17]([F:18])=[CH:16][N:15]=[C:14]([N:32]3[CH2:33][CH2:34][N:29]([C:26]4[CH:27]=[CH:28][C:23]([O:22][CH3:21])=[CH:24][CH:25]=4)[C:30]([CH3:36])([CH3:35])[CH2:31]3)[N:13]=2)[CH:10]=1)([CH3:4])([CH3:3])[CH3:2]. Given the reactants [C:1]([C:5]1[CH:6]=[CH:7][C:8]([CH3:20])=[C:9]([NH:11][C:12]2[C:17]([F:18])=[CH:16][N:15]=[C:14](Cl)[N:13]=2)[CH:10]=1)([CH3:4])([CH3:3])[CH3:2].[CH3:21][O:22][C:23]1[CH:28]=[CH:27][C:26]([N:29]2[CH2:34][CH2:33][NH:32][CH2:31][C:30]2([CH3:36])[CH3:35])=[CH:25][CH:24]=1.C(N(C(C)C)CC)(C)C, predict the reaction product.